Dataset: Full USPTO retrosynthesis dataset with 1.9M reactions from patents (1976-2016). Task: Predict the reactants needed to synthesize the given product. (1) Given the product [CH3:1][C@@H:2]1[CH2:3][CH2:4][N:16]([C@@H:17]([CH3:20])[CH2:18][OH:19])[CH2:9]1, predict the reactants needed to synthesize it. The reactants are: [CH3:1][C@H:2]([CH2:9]CCS([O-])(=O)=O)[CH2:3][CH2:4]S([O-])(=O)=O.[NH2:16][C@@H:17]([CH3:20])[CH2:18][OH:19]. (2) Given the product [Si:1]([O:8][C@H:9]([CH3:30])[CH2:10][CH2:11][C:12]([C:14]1[CH:19]=[CH:18][C:17]([NH:20][C:21]([C:23]2[CH:28]=[N:27][CH:26]=[CH:25][N:24]=2)=[O:22])=[CH:16][C:15]=1[F:29])=[O:13])([C:4]([CH3:7])([CH3:5])[CH3:6])([CH3:2])[CH3:3], predict the reactants needed to synthesize it. The reactants are: [Si:1]([O:8][C@H:9]([CH3:30])[C:10]#[C:11][C:12]([C:14]1[CH:19]=[CH:18][C:17]([NH:20][C:21]([C:23]2[CH:28]=[N:27][CH:26]=[CH:25][N:24]=2)=[O:22])=[CH:16][C:15]=1[F:29])=[O:13])([C:4]([CH3:7])([CH3:6])[CH3:5])([CH3:3])[CH3:2].[H][H]. (3) Given the product [CH3:22][O:16][C:15](=[O:17])[CH2:14][N:13]1[C:5](=[O:12])[C:4]2[C:8](=[CH:9][CH:10]=[C:2]([F:1])[CH:3]=2)[C:7]1=[O:11], predict the reactants needed to synthesize it. The reactants are: [F:1][C:2]1[CH:3]=[C:4]2[C:8](=[CH:9][CH:10]=1)[C:7](=[O:11])O[C:5]2=[O:12].[NH2:13][CH2:14][C:15]([OH:17])=[O:16].S([O-])(O[CH3:22])(=O)=O.C(=O)([O-])[O-].[K+].[K+]. (4) Given the product [CH2:24]([N:8]([CH2:1][C:2]1[CH:3]=[CH:4][CH:5]=[CH:6][CH:7]=1)[C:9](=[O:10])[C:11]1[CH:23]=[CH:22][C:14]([CH2:15][N:16]([CH2:17][C:18]([N:67]([CH2:68][CH2:69][O:70][CH3:71])[CH2:66][CH2:65][O:64][CH3:63])=[O:19])[CH3:21])=[CH:13][CH:12]=1)[C:25]1[CH:26]=[CH:27][CH:28]=[CH:29][CH:30]=1, predict the reactants needed to synthesize it. The reactants are: [CH2:1]([N:8]([CH2:24][C:25]1[CH:30]=[CH:29][CH:28]=[CH:27][CH:26]=1)[C:9]([C:11]1[CH:23]=[CH:22][C:14]([CH2:15][N:16]([CH3:21])[CH2:17][C:18](O)=[O:19])=[CH:13][CH:12]=1)=[O:10])[C:2]1[CH:7]=[CH:6][CH:5]=[CH:4][CH:3]=1.C(N(CC)C(C)C)(C)C.O.ON1C2C=CC=CC=2N=N1.Cl.CN(C)CCCN=C=NCC.[CH3:63][O:64][CH2:65][CH2:66][NH:67][CH2:68][CH2:69][O:70][CH3:71]. (5) Given the product [ClH:38].[CH3:1][O:2][C:3]1[C:4]([O:25][CH3:26])=[CH:5][C:6]2[C:7]([C:17]3[CH:18]=[CH:19][C:20]([O:23][CH3:24])=[CH:21][CH:22]=3)=[C:8]3[CH2:15][NH:14][CH2:13][CH2:12][N:9]3[C:10]=2[CH:11]=1, predict the reactants needed to synthesize it. The reactants are: [CH3:1][O:2][C:3]1[C:4]([O:25][CH3:26])=[CH:5][C:6]2[C:7]([C:17]3[CH:22]=[CH:21][C:20]([O:23][CH3:24])=[CH:19][CH:18]=3)=[C:8]3[C:15](=O)[NH:14][CH2:13][CH2:12][N:9]3[C:10]=2[CH:11]=1.[H-].[H-].[H-].[H-].[Li+].[Al+3].CCOCC.[ClH:38]. (6) The reactants are: [CH3:1][O:2][CH2:3][CH2:4][NH2:5].C(N(CC)C(C)C)(C)C.[CH3:15][S:16](Cl)(=[O:18])=[O:17]. Given the product [CH3:1][O:2][CH2:3][CH2:4][NH:5][S:16]([CH3:15])(=[O:18])=[O:17], predict the reactants needed to synthesize it. (7) Given the product [C:19]([O:18][C:16]([N:41]1[CH2:42][CH2:43][C@@H:38]([CH2:37][CH2:36][C:35]([C:28]2[C:27]3[C:32](=[CH:33][CH:34]=[C:25]([O:24][CH3:23])[CH:26]=3)[N:31]=[CH:30][CH:29]=2)=[O:46])[C@@H:39]([CH:44]=[CH2:45])[CH2:40]1)=[O:17])([CH3:20])([CH3:21])[CH3:22], predict the reactants needed to synthesize it. The reactants are: C(N(CC)CC)C.[C:16](O[C:16]([O:18][C:19]([CH3:22])([CH3:21])[CH3:20])=[O:17])([O:18][C:19]([CH3:22])([CH3:21])[CH3:20])=[O:17].[CH3:23][O:24][C:25]1[CH:26]=[C:27]2[C:32](=[CH:33][CH:34]=1)[N:31]=[CH:30][CH:29]=[C:28]2[C:35](=[O:46])[CH2:36][CH2:37][C@@H:38]1[CH2:43][CH2:42][NH:41][CH2:40][C@@H:39]1[CH:44]=[CH2:45].